This data is from Catalyst prediction with 721,799 reactions and 888 catalyst types from USPTO. The task is: Predict which catalyst facilitates the given reaction. (1) Product: [CH3:1][C:2]1[C:6]([CH3:7])=[C:5]([NH:8][C:9]([N:36]2[CH2:37][CH2:38][N:33]([C:29]3[N:28]=[C:27]([C:21]4[CH:22]=[CH:23][CH:24]=[C:25]([F:26])[C:20]=4[F:19])[CH:32]=[CH:31][N:30]=3)[CH2:34][CH2:35]2)=[O:16])[O:4][N:3]=1. The catalyst class is: 188. Reactant: [CH3:1][C:2]1[C:6]([CH3:7])=[C:5]([NH:8][C:9](=[O:16])OCC(Cl)(Cl)Cl)[O:4][N:3]=1.Cl.Cl.[F:19][C:20]1[C:25]([F:26])=[CH:24][CH:23]=[CH:22][C:21]=1[C:27]1[CH:32]=[CH:31][N:30]=[C:29]([N:33]2[CH2:38][CH2:37][NH:36][CH2:35][CH2:34]2)[N:28]=1. (2) Reactant: [CH3:1][O:2][C:3]1[CH:8]=[CH:7][C:6]([C:9]([C:11]2[C:27]([O:28][CH3:29])=[CH:26][C:14]3[CH2:15][CH2:16][N:17]([C:20](=[O:25])[C:21]([F:24])([F:23])[F:22])[CH2:18][CH2:19][C:13]=3[CH:12]=2)=O)=[CH:5][CH:4]=1.[SiH](CC)(CC)CC. Product: [CH3:29][O:28][C:27]1[C:11]([CH2:9][C:6]2[CH:5]=[CH:4][C:3]([O:2][CH3:1])=[CH:8][CH:7]=2)=[CH:12][C:13]2[CH2:19][CH2:18][N:17]([C:20](=[O:25])[C:21]([F:24])([F:22])[F:23])[CH2:16][CH2:15][C:14]=2[CH:26]=1. The catalyst class is: 55. (3) Reactant: [CH2:1]([N:24]1[C:32](=[O:33])[C:31]2[N:30](CC=C)[C:29]([Cl:37])=[N:28][C:27]=2[N:26]([CH2:38][CH2:39][CH2:40][CH3:41])[C:25]1=[O:42])[CH2:2][CH2:3][CH2:4]N1C(=O)C2N(CC=C)C(Cl)=NC=2N(CCCC)C1=O.C(=O)([O-])[O-].[K+].[K+].ClCCCC[CH2:54][C:55]1[S:56][C:57]2[CH:63]=[CH:62][CH:61]=[CH:60][C:58]=2[N:59]=1.N1CCOCC1. Product: [S:56]1[C:57]2[CH:63]=[CH:62][CH:61]=[CH:60][C:58]=2[N:59]=[C:55]1[CH2:54][CH2:4][CH2:3][CH2:2][CH2:1][N:24]1[C:32](=[O:33])[C:31]2[NH:30][C:29]([Cl:37])=[N:28][C:27]=2[N:26]([CH2:38][CH2:39][CH2:40][CH3:41])[C:25]1=[O:42]. The catalyst class is: 128. (4) Reactant: [NH:1]1[CH2:6][CH2:5][C:4]2([C:10]3[CH:11]=[CH:12][C:13]([OH:15])=[CH:14][C:9]=3[O:8][CH2:7]2)[CH2:3][CH2:2]1.C(=O)([O-])[O-].[K+].[K+].[C:22]([O:26][C:27](=[O:32])[CH2:28][CH2:29][CH2:30]Br)([CH3:25])([CH3:24])[CH3:23]. Product: [OH:15][C:13]1[CH:12]=[CH:11][C:10]2[C:4]3([CH2:7][O:8][C:9]=2[CH:14]=1)[CH2:5][CH2:6][N:1]([CH2:30][CH2:29][CH2:28][C:27]([O:26][C:22]([CH3:25])([CH3:24])[CH3:23])=[O:32])[CH2:2][CH2:3]3. The catalyst class is: 23.